Dataset: Full USPTO retrosynthesis dataset with 1.9M reactions from patents (1976-2016). Task: Predict the reactants needed to synthesize the given product. (1) The reactants are: [Cl:1][C:2]1[CH:3]=[C:4]([N:9]([CH2:22][CH2:23][CH2:24][N:25]2[CH2:30][CH2:29][CH:28]([NH:31][CH3:32])[CH2:27][CH2:26]2)[C:10]([CH:12]2[CH2:17][CH2:16][N:15]([S:18]([CH3:21])(=[O:20])=[O:19])[CH2:14][CH2:13]2)=[O:11])[CH:5]=[CH:6][C:7]=1[Cl:8].[CH3:33][O:34][C:35]1[CH:40]=[CH:39][C:38]([S:41](Cl)(=[O:43])=[O:42])=[CH:37][CH:36]=1. Given the product [Cl:1][C:2]1[CH:3]=[C:4]([N:9]([CH2:22][CH2:23][CH2:24][N:25]2[CH2:26][CH2:27][CH:28]([N:31]([S:41]([C:38]3[CH:37]=[CH:36][C:35]([O:34][CH3:33])=[CH:40][CH:39]=3)(=[O:43])=[O:42])[CH3:32])[CH2:29][CH2:30]2)[C:10]([CH:12]2[CH2:13][CH2:14][N:15]([S:18]([CH3:21])(=[O:19])=[O:20])[CH2:16][CH2:17]2)=[O:11])[CH:5]=[CH:6][C:7]=1[Cl:8], predict the reactants needed to synthesize it. (2) Given the product [NH3:6].[CH:1]1([N:6]2[C:15]3[N:14]=[C:13]([NH:16][C:17]4[CH:25]=[CH:24][C:20]([C:21]([NH:61][CH:58]5[CH2:59][CH2:60][N:55]([CH3:54])[CH2:56][CH2:57]5)=[O:22])=[CH:19][C:18]=4[O:26][CH3:27])[N:12]=[CH:11][C:10]=3[N:9]([CH3:28])[CH2:8][C@H:7]2[CH2:29][CH2:30][CH3:31])[CH2:5][CH2:4][CH2:3][CH2:2]1, predict the reactants needed to synthesize it. The reactants are: [CH:1]1([N:6]2[C:15]3[N:14]=[C:13]([NH:16][C:17]4[CH:25]=[CH:24][C:20]([C:21](O)=[O:22])=[CH:19][C:18]=4[O:26][CH3:27])[N:12]=[CH:11][C:10]=3[N:9]([CH3:28])[CH2:8][C@H:7]2[CH2:29][CH2:30][CH3:31])[CH2:5][CH2:4][CH2:3][CH2:2]1.F[B-](F)(F)F.N1(OC(N(C)C)=[N+](C)C)C2C=CC=CC=2N=N1.[CH3:54][N:55]1[CH2:60][CH2:59][CH:58]([NH2:61])[CH2:57][CH2:56]1.CCN(C(C)C)C(C)C. (3) Given the product [CH3:29][O:30][C:31]1[CH:36]=[CH:35][C:34]([C:2]2[CH:3]=[CH:4][C:5]([NH:8][C:9](=[O:28])[CH2:10][C:11]3[CH:16]=[CH:15][C:14]([O:17][C:18]4[CH:23]=[CH:22][C:21]([N+:24]([O-:26])=[O:25])=[C:20]([OH:27])[CH:19]=4)=[CH:13][CH:12]=3)=[N:6][CH:7]=2)=[CH:33][CH:32]=1, predict the reactants needed to synthesize it. The reactants are: Br[C:2]1[CH:3]=[CH:4][C:5]([NH:8][C:9](=[O:28])[CH2:10][C:11]2[CH:16]=[CH:15][C:14]([O:17][C:18]3[CH:23]=[CH:22][C:21]([N+:24]([O-:26])=[O:25])=[C:20]([OH:27])[CH:19]=3)=[CH:13][CH:12]=2)=[N:6][CH:7]=1.[CH3:29][O:30][C:31]1[CH:36]=[CH:35][C:34](B(O)O)=[CH:33][CH:32]=1.